This data is from Forward reaction prediction with 1.9M reactions from USPTO patents (1976-2016). The task is: Predict the product of the given reaction. (1) Given the reactants C[O:2][C:3]1[CH:8]=[CH:7][CH:6]=[C:5]([O:9]C)[C:4]=1[S:11][CH3:12].B(Br)(Br)Br.O, predict the reaction product. The product is: [CH3:12][S:11][C:4]1[C:5]([OH:9])=[CH:6][CH:7]=[CH:8][C:3]=1[OH:2]. (2) Given the reactants [CH2:1]([C:3]1[NH:4][C:5](=[O:27])[C:6]([CH2:12][C:13]2[CH:18]=[CH:17][C:16]([C:19]3[C:20]([C:25]#[N:26])=[CH:21][CH:22]=[CH:23][CH:24]=3)=[CH:15][CH:14]=2)=[C:7]([CH2:9][CH2:10][CH3:11])[N:8]=1)[CH3:2].[O:28]1[C:32]2[CH:33]=[CH:34][C:35](B(O)O)=[CH:36][C:31]=2[CH2:30][CH2:29]1.N1C=CC=CC=1.C(N(CC)CC)C, predict the reaction product. The product is: [O:28]1[C:32]2[CH:33]=[CH:34][C:35]([N:4]3[C:5](=[O:27])[C:6]([CH2:12][C:13]4[CH:18]=[CH:17][C:16]([C:19]5[C:20]([C:25]#[N:26])=[CH:21][CH:22]=[CH:23][CH:24]=5)=[CH:15][CH:14]=4)=[C:7]([CH2:9][CH2:10][CH3:11])[N:8]=[C:3]3[CH2:1][CH3:2])=[CH:36][C:31]=2[CH2:30][CH2:29]1. (3) Given the reactants [Si:1]([O:18][C@@H:19]1[C@@H:23]([CH2:24][O:25][N:26]2C(=O)C3=CC=CC=C3C2=O)[O:22][C@@H:21]([N:37]2[CH:45]=[C:43]([CH3:44])[C:41](=[O:42])[NH:40][C:38]2=[O:39])[CH2:20]1)([C:14]([CH3:17])([CH3:16])[CH3:15])([C:8]1[CH:13]=[CH:12][CH:11]=[CH:10][CH:9]=1)[C:2]1[CH:7]=[CH:6][CH:5]=[CH:4][CH:3]=1.CNN, predict the reaction product. The product is: [NH2:26][O:25][CH2:24][C@H:23]1[O:22][C@@H:21]([N:37]2[CH:45]=[C:43]([CH3:44])[C:41](=[O:42])[NH:40][C:38]2=[O:39])[CH2:20][C@@H:19]1[O:18][Si:1]([C:14]([CH3:17])([CH3:16])[CH3:15])([C:8]1[CH:13]=[CH:12][CH:11]=[CH:10][CH:9]=1)[C:2]1[CH:3]=[CH:4][CH:5]=[CH:6][CH:7]=1. (4) Given the reactants [F:1][C:2]1[CH:7]=[CH:6][C:5]([CH:8]=[CH:9][N+:10]([O-])=O)=[CH:4][C:3]=1[F:13].[H-].[Al+3].[Li+].[H-].[H-].[H-], predict the reaction product. The product is: [F:13][C:3]1[CH:4]=[C:5]([CH2:8][CH2:9][NH2:10])[CH:6]=[CH:7][C:2]=1[F:1]. (5) Given the reactants [OH:1][C:2]1[N:6]([C:7]2[CH:12]=[C:11]([C:13]#[N:14])[CH:10]=[CH:9][N:8]=2)[N:5]=[CH:4][CH:3]=1.[N:15]1[CH:20]=[CH:19][C:18]([CH2:21]O)=[CH:17][CH:16]=1, predict the reaction product. The product is: [N:15]1[CH:20]=[CH:19][C:18]([CH2:21][O:1][C:2]2[N:6]([C:7]3[CH:12]=[C:11]([C:13]#[N:14])[CH:10]=[CH:9][N:8]=3)[N:5]=[CH:4][CH:3]=2)=[CH:17][CH:16]=1. (6) The product is: [OH:9][C:10]1[CH:11]=[CH:12][C:13]([C:16]2[N:17]=[C:18]3[CH:23]=[CH:22][C:21]([OH:24])=[CH:20][N:19]3[CH:26]=2)=[CH:14][CH:15]=1. Given the reactants C([O:9][C:10]1[CH:15]=[CH:14][C:13]([C:16]2[N:17]=[C:18]3[CH:23]=[CH:22][C:21]([O:24]C)=[CH:20][N:19]3[CH:26]=2)=[CH:12][CH:11]=1)(=O)C1C=CC=CC=1.B(Br)(Br)Br.CO, predict the reaction product. (7) Given the reactants [F:1][C@H:2]1[C@H:6]([CH3:7])[N:5]([S:8]([C:11]2[CH:16]=[CH:15][C:14]([F:17])=[CH:13][CH:12]=2)(=[O:10])=[O:9])[C@H:4]([C:18]([NH:20][CH2:21][C:22]2[C:27]([F:28])=[CH:26][N:25]=[C:24]([C:29]3[CH2:30][CH2:31][NH:32][CH2:33][CH:34]=3)[CH:23]=2)=[O:19])[CH2:3]1.Cl.[H][H], predict the reaction product. The product is: [F:1][C@H:2]1[C@H:6]([CH3:7])[N:5]([S:8]([C:11]2[CH:12]=[CH:13][C:14]([F:17])=[CH:15][CH:16]=2)(=[O:9])=[O:10])[C@H:4]([C:18]([NH:20][CH2:21][C:22]2[C:27]([F:28])=[CH:26][N:25]=[C:24]([CH:29]3[CH2:30][CH2:31][NH:32][CH2:33][CH2:34]3)[CH:23]=2)=[O:19])[CH2:3]1.